From a dataset of Forward reaction prediction with 1.9M reactions from USPTO patents (1976-2016). Predict the product of the given reaction. The product is: [CH:1]1([N:6]2[C:10]3[N:11]=[C:12]([C@H:16]4[C@H:20]([CH3:21])[CH2:19][N:18]([CH2:22][C:23]5[CH:28]=[N:27][C:26]([CH3:29])=[CH:25][N:24]=5)[CH2:17]4)[NH:13][C:14](=[O:15])[C:9]=3[CH:8]=[N:7]2)[CH2:5][CH2:4][CH2:3][CH2:2]1. Given the reactants [CH:1]1([N:6]2[C:10]3[N:11]=[C:12]([C@H:16]4[C@H:20]([CH3:21])[CH2:19][NH:18][CH2:17]4)[NH:13][C:14](=[O:15])[C:9]=3[CH:8]=[N:7]2)[CH2:5][CH2:4][CH2:3][CH2:2]1.[CH3:22][C:23]1[N:24]=[CH:25][C:26]([CH:29]=O)=[N:27][CH:28]=1, predict the reaction product.